This data is from Peptide-MHC class II binding affinity with 134,281 pairs from IEDB. The task is: Regression. Given a peptide amino acid sequence and an MHC pseudo amino acid sequence, predict their binding affinity value. This is MHC class II binding data. (1) The peptide sequence is LNYRPLLPKDRRMII. The MHC is DRB1_1302 with pseudo-sequence DRB1_1302. The binding affinity (normalized) is 0.379. (2) The peptide sequence is WFINWYLPISQLFYN. The MHC is HLA-DPA10103-DPB10401 with pseudo-sequence HLA-DPA10103-DPB10401. The binding affinity (normalized) is 0.788. (3) The peptide sequence is THSWEYWGAQLNAMK. The binding affinity (normalized) is 0.470. The MHC is DRB1_1501 with pseudo-sequence DRB1_1501. (4) The peptide sequence is EKKCFAATQFEPLAA. The MHC is HLA-DPA10201-DPB11401 with pseudo-sequence HLA-DPA10201-DPB11401. The binding affinity (normalized) is 0.537.